Dataset: Catalyst prediction with 721,799 reactions and 888 catalyst types from USPTO. Task: Predict which catalyst facilitates the given reaction. (1) Reactant: [C:1]([C:3]1[CH:4]=[C:5]([C@@H:13]([CH2:17][CH:18]2[CH2:22][CH2:21][CH2:20][CH2:19]2)[C:14](O)=[O:15])[CH:6]=[CH:7][C:8]=1[S:9]([CH3:12])(=[O:11])=[O:10])#[N:2].C(Cl)(=O)C(Cl)=O.[CH3:29][O:30][CH2:31][CH2:32][N:33]1[CH:37]=[CH:36][C:35]([NH2:38])=[N:34]1.N1C(C)=CC=CC=1C. The catalyst class is: 454. Product: [C:1]([C:3]1[CH:4]=[C:5]([C@@H:13]([CH2:17][CH:18]2[CH2:19][CH2:20][CH2:21][CH2:22]2)[C:14]([NH:38][C:35]2[CH:36]=[CH:37][N:33]([CH2:32][CH2:31][O:30][CH3:29])[N:34]=2)=[O:15])[CH:6]=[CH:7][C:8]=1[S:9]([CH3:12])(=[O:11])=[O:10])#[N:2]. (2) Reactant: C(C(C1C=C(C=CC=1)C(NC1C=CC(C)=C(N[C:20]([C:22]2[N:27]=[C:26]([N:28]3[CH2:33][CH2:32][CH2:31][CH2:30][CH2:29]3)[N:25]=[C:24]([CH3:34])[CH:23]=2)=[O:21])C=1)=O)(C)C)#N.[Li+].[OH-:39]. Product: [CH3:34][C:24]1[N:25]=[C:26]([N:28]2[CH2:33][CH2:32][CH2:31][CH2:30][CH2:29]2)[N:27]=[C:22]([C:20]([OH:21])=[O:39])[CH:23]=1. The catalyst class is: 87.